This data is from Full USPTO retrosynthesis dataset with 1.9M reactions from patents (1976-2016). The task is: Predict the reactants needed to synthesize the given product. Given the product [CH2:1]([C:8]1[S:12][C:11]([NH:13][C:32](=[O:33])[CH2:31][CH2:30][C:29]([C:25]2[CH:26]=[CH:27][CH:28]=[C:23]([O:22][CH2:20][CH3:21])[CH:24]=2)=[O:35])=[CH:10][C:9]=1[C:14]1[CH:19]=[CH:18][CH:17]=[CH:16][CH:15]=1)[C:2]1[CH:3]=[CH:4][CH:5]=[CH:6][CH:7]=1, predict the reactants needed to synthesize it. The reactants are: [CH2:1]([C:8]1[S:12][C:11]([NH2:13])=[CH:10][C:9]=1[C:14]1[CH:19]=[CH:18][CH:17]=[CH:16][CH:15]=1)[C:2]1[CH:7]=[CH:6][CH:5]=[CH:4][CH:3]=1.[CH2:20]([O:22][C:23]1[CH:24]=[C:25]([C:29](=[O:35])[CH2:30][CH2:31][C:32](O)=[O:33])[CH:26]=[CH:27][CH:28]=1)[CH3:21].C1C=CC2N(O)N=NC=2C=1.CCN=C=NCCCN(C)C.